From a dataset of Full USPTO retrosynthesis dataset with 1.9M reactions from patents (1976-2016). Predict the reactants needed to synthesize the given product. (1) Given the product [CH3:23][O:24][C:25]1[CH:26]=[C:27]([NH:33][C:34]([NH:1][C:2]2[CH:3]=[CH:4][C:5]([O:12][CH2:13][C:14]3[CH:15]=[CH:16][C:17]([CH:20]([CH3:21])[CH3:22])=[CH:18][CH:19]=3)=[C:6]([C:8](=[O:11])[CH2:9][CH3:10])[CH:7]=2)=[O:35])[CH:28]=[CH:29][C:30]=1[O:31][CH3:32], predict the reactants needed to synthesize it. The reactants are: [NH2:1][C:2]1[CH:3]=[CH:4][C:5]([O:12][CH2:13][C:14]2[CH:19]=[CH:18][C:17]([CH:20]([CH3:22])[CH3:21])=[CH:16][CH:15]=2)=[C:6]([C:8](=[O:11])[CH2:9][CH3:10])[CH:7]=1.[CH3:23][O:24][C:25]1[CH:26]=[C:27]([N:33]=[C:34]=[O:35])[CH:28]=[CH:29][C:30]=1[O:31][CH3:32]. (2) The reactants are: [Br:1][C:2]1[CH:22]=[CH:21][C:5]([NH:6][C:7]2[S:11][C:10]3[CH:12]=[CH:13][CH:14]=[CH:15][C:9]=3[C:8]=2[C:16]([O:18][CH2:19][CH3:20])=[O:17])=[C:4]([N+:23]([O-])=O)[CH:3]=1.[H][H]. Given the product [NH2:23][C:4]1[CH:3]=[C:2]([Br:1])[CH:22]=[CH:21][C:5]=1[NH:6][C:7]1[S:11][C:10]2[CH:12]=[CH:13][CH:14]=[CH:15][C:9]=2[C:8]=1[C:16]([O:18][CH2:19][CH3:20])=[O:17], predict the reactants needed to synthesize it. (3) Given the product [C:1]1([S:7]([NH:12][NH2:13])(=[O:9])=[O:8])[CH:6]=[CH:5][CH:4]=[CH:3][CH:2]=1, predict the reactants needed to synthesize it. The reactants are: [C:1]1([S:7](Cl)(=[O:9])=[O:8])[CH:6]=[CH:5][CH:4]=[CH:3][CH:2]=1.O.[NH2:12][NH2:13]. (4) Given the product [F:25][C:26]1[CH:31]=[C:30]([F:32])[CH:29]=[C:28]([F:33])[C:27]=1[NH:34][C:35](=[O:36])[NH:1][C:2]1[CH:7]=[CH:6][C:5]([C:8]2[S:12][C:11]([CH:13]3[CH2:18][CH2:17][N:16]([CH2:19][C:20]([O:22][CH2:23][CH3:24])=[O:21])[CH2:15][CH2:14]3)=[N:10][CH:9]=2)=[CH:4][CH:3]=1, predict the reactants needed to synthesize it. The reactants are: [NH2:1][C:2]1[CH:7]=[CH:6][C:5]([C:8]2[S:12][C:11]([CH:13]3[CH2:18][CH2:17][N:16]([CH2:19][C:20]([O:22][CH2:23][CH3:24])=[O:21])[CH2:15][CH2:14]3)=[N:10][CH:9]=2)=[CH:4][CH:3]=1.[F:25][C:26]1[CH:31]=[C:30]([F:32])[CH:29]=[C:28]([F:33])[C:27]=1[N:34]=[C:35]=[O:36]. (5) Given the product [CH3:1][O:2][C:3]1[CH:4]=[C:5]([NH:6][C:21]([NH:20][CH2:12][CH2:13][C:14]2[CH:19]=[CH:18][CH:17]=[CH:16][CH:15]=2)=[S:22])[CH:7]=[CH:8][C:9]=1[O:10][CH3:11], predict the reactants needed to synthesize it. The reactants are: [CH3:1][O:2][C:3]1[CH:4]=[C:5]([CH:7]=[CH:8][C:9]=1[O:10][CH3:11])[NH2:6].[CH2:12]([N:20]=[C:21]=[S:22])[CH2:13][C:14]1[CH:19]=[CH:18][CH:17]=[CH:16][CH:15]=1. (6) Given the product [CH3:6][C:2]([NH:1][S:19]([C:17]1[S:18][C:14]([C:9]2[CH:10]=[CH:11][CH:12]=[CH:13][N:8]=2)=[CH:15][CH:16]=1)(=[O:20])=[O:21])([CH3:7])[C:3]([OH:5])=[O:4], predict the reactants needed to synthesize it. The reactants are: [NH2:1][C:2]([CH3:7])([CH3:6])[C:3]([OH:5])=[O:4].[N:8]1[CH:13]=[CH:12][CH:11]=[CH:10][C:9]=1[C:14]1[S:18][C:17]([S:19](Cl)(=[O:21])=[O:20])=[CH:16][CH:15]=1.